Dataset: Catalyst prediction with 721,799 reactions and 888 catalyst types from USPTO. Task: Predict which catalyst facilitates the given reaction. (1) Reactant: C(OC([NH:8][CH2:9][CH2:10][CH2:11][NH:12][C:13]([C:15]1[CH:16]=[C:17]([C:21]([OH:45])([C:39]2[CH:44]=[CH:43][CH:42]=[CH:41][CH:40]=2)[C:22]([O:24][CH2:25][CH:26]2[CH2:31][CH2:30][N:29]([CH2:32][C:33]3[CH:38]=[CH:37][CH:36]=[CH:35][CH:34]=3)[CH2:28][CH2:27]2)=[O:23])[CH:18]=[CH:19][CH:20]=1)=[O:14])=O)(C)(C)C.O1CCOCC1.Cl. Product: [NH2:8][CH2:9][CH2:10][CH2:11][NH:12][C:13]([C:15]1[CH:16]=[C:17]([C:21]([OH:45])([C:39]2[CH:44]=[CH:43][CH:42]=[CH:41][CH:40]=2)[C:22]([O:24][CH2:25][CH:26]2[CH2:27][CH2:28][N:29]([CH2:32][C:33]3[CH:38]=[CH:37][CH:36]=[CH:35][CH:34]=3)[CH2:30][CH2:31]2)=[O:23])[CH:18]=[CH:19][CH:20]=1)=[O:14]. The catalyst class is: 12. (2) Product: [C:57]([C:56]1[CH:59]=[CH:60][C:53]([N:47]2[C:48](=[O:52])[C:49]([CH3:51])([CH3:50])[N:45]([C:42]3[CH:41]=[CH:40][C:39]([O:38][CH2:12][CH2:13][CH2:14][O:15][CH2:16][CH2:17][O:18][CH2:19][CH2:20][O:21][CH2:22][CH2:23][NH:24][C:25](=[O:31])[O:26][C:27]([CH3:30])([CH3:29])[CH3:28])=[CH:44][CH:43]=3)[C:46]2=[S:65])=[CH:54][C:55]=1[C:61]([F:63])([F:64])[F:62])#[N:58]. Reactant: CC1C=CC(S(O[CH2:12][CH2:13][CH2:14][O:15][CH2:16][CH2:17][O:18][CH2:19][CH2:20][O:21][CH2:22][CH2:23][NH:24][C:25](=[O:31])[O:26][C:27]([CH3:30])([CH3:29])[CH3:28])(=O)=O)=CC=1.C(=O)([O-])[O-].[K+].[K+].[OH:38][C:39]1[CH:44]=[CH:43][C:42]([N:45]2[C:49]([CH3:51])([CH3:50])[C:48](=[O:52])[N:47]([C:53]3[CH:60]=[CH:59][C:56]([C:57]#[N:58])=[C:55]([C:61]([F:64])([F:63])[F:62])[CH:54]=3)[C:46]2=[S:65])=[CH:41][CH:40]=1. The catalyst class is: 10. (3) Reactant: C(O[C:6](=O)[N:7]([CH:9]([CH3:38])[C:10]([NH:12][C:13]1[CH:18]=[CH:17][C:16]([N:19]([S:21]([C:24]2[CH:29]=[CH:28][CH:27]=[CH:26][CH:25]=2)(=[O:23])=[O:22])[CH3:20])=[C:15]([C:30]#[C:31][C:32]2[CH:37]=[CH:36][CH:35]=[CH:34][CH:33]=2)[N:14]=1)=[O:11])C)(C)(C)C.C(Cl)Cl.C(O)(C(F)(F)F)=O. Product: [C:24]1([S:21]([N:19]([CH3:20])[C:16]2[CH:17]=[CH:18][C:13]([NH:12][C:10](=[O:11])[CH:9]([NH:7][CH3:6])[CH3:38])=[N:14][C:15]=2[C:30]#[C:31][C:32]2[CH:33]=[CH:34][CH:35]=[CH:36][CH:37]=2)(=[O:22])=[O:23])[CH:25]=[CH:26][CH:27]=[CH:28][CH:29]=1. The catalyst class is: 2. (4) Reactant: [Br:1][C:2]1[CH:11]=[CH:10][C:5]([C:6]([O:8][CH3:9])=[O:7])=[C:4]([CH3:12])[CH:3]=1.C1C(=O)N([Br:20])C(=O)C1. Product: [CH3:9][O:8][C:6](=[O:7])[C:5]1[CH:10]=[CH:11][C:2]([Br:1])=[CH:3][C:4]=1[CH2:12][Br:20]. The catalyst class is: 10. (5) Reactant: Br.[CH3:2][CH:3]1[CH2:12][CH2:11][CH:10]([CH3:13])[C:9]2[CH:8]=[C:7]([C:14]3[N:15]=[C:16]([CH:19]4[CH2:24][CH2:23][NH:22][CH2:21][CH2:20]4)[S:17][CH:18]=3)[CH:6]=[CH:5][C:4]1=2.C([O:28][CH2:29][CH2:30][CH2:31][CH2:32]Br)(=O)C.[OH-].[Na+]. Product: [CH3:2][CH:3]1[CH2:12][CH2:11][CH:10]([CH3:13])[C:9]2[CH:8]=[C:7]([C:14]3[N:15]=[C:16]([CH:19]4[CH2:24][CH2:23][N:22]([CH2:32][CH2:31][CH2:30][CH2:29][OH:28])[CH2:21][CH2:20]4)[S:17][CH:18]=3)[CH:6]=[CH:5][C:4]1=2. The catalyst class is: 5. (6) Reactant: CO[C:3]([C:5]1[C:9]([CH3:10])=[CH:8][N:7]([C:11]2[N:16]=[CH:15][CH:14]=[CH:13][N:12]=2)[CH:6]=1)=[O:4].[NH2:17][C:18]([NH2:20])=[NH:19]. Product: [CH3:10][C:9]1[C:5]([C:3]([NH:19][C:18]([NH2:20])=[NH:17])=[O:4])=[CH:6][N:7]([C:11]2[N:16]=[CH:15][CH:14]=[CH:13][N:12]=2)[CH:8]=1. The catalyst class is: 179.